From a dataset of Forward reaction prediction with 1.9M reactions from USPTO patents (1976-2016). Predict the product of the given reaction. (1) Given the reactants [CH2:1]([O:3][C:4](=[O:15])[CH:5]([S:7][C:8]1[CH:13]=[CH:12][C:11]([OH:14])=[CH:10][CH:9]=1)[CH3:6])[CH3:2].C([O-])([O-])=O.[K+].[K+].[CH3:22][C:23](C)=O, predict the reaction product. The product is: [CH2:1]([O:3][C:4](=[O:15])[CH:5]([S:7][C:8]1[CH:9]=[CH:10][C:11]([O:14][CH2:22][CH3:23])=[CH:12][CH:13]=1)[CH3:6])[CH3:2]. (2) Given the reactants Cl.[Cl:2][C:3]([Cl:49])([Cl:48])[C:4]([O:7][C:8]([N:10]1[CH:15]2[C:16]([C:36]([O:38][CH2:39][CH3:40])=[O:37])=[C:17]([C:19]3[CH:24]=[CH:23][CH:22]=[C:21]([CH2:25][CH:26]([O:28][Si](C(C)(C)C)(C)C)[CH3:27])[CH:20]=3)[CH2:18][CH:11]1[CH2:12][N:13]([C:41]([O:43]C(C)(C)C)=O)[CH2:14]2)=[O:9])([CH3:6])[CH3:5].[CH3:50]CN(C(C)C)C(C)C.C(Cl)(C)=O, predict the reaction product. The product is: [Cl:2][C:3]([Cl:49])([Cl:48])[C:4]([O:7][C:8]([N:10]1[CH:15]2[C:16]([C:36]([O:38][CH2:39][CH3:40])=[O:37])=[C:17]([C:19]3[CH:24]=[CH:23][CH:22]=[C:21]([CH2:25][CH:26]([OH:28])[CH3:27])[CH:20]=3)[CH2:18][CH:11]1[CH2:12][N:13]([C:41](=[O:43])[CH3:50])[CH2:14]2)=[O:9])([CH3:6])[CH3:5]. (3) Given the reactants [CH3:1][N:2]([CH3:20])[C:3]([C:5]1[O:6][C:7]2[C:13]([N:14]3[CH2:19][CH2:18][NH:17][CH2:16][CH2:15]3)=[CH:12][CH:11]=[CH:10][C:8]=2[CH:9]=1)=[O:4].C(O)(=O)C.[F:25][C:26]([F:36])([F:35])[C:27]1[CH:32]=[CH:31][CH:30]=[C:29]([CH:33]=[CH2:34])[N:28]=1, predict the reaction product. The product is: [CH3:1][N:2]([CH3:20])[C:3]([C:5]1[O:6][C:7]2[C:13]([N:14]3[CH2:19][CH2:18][N:17]([CH2:34][CH2:33][C:29]4[CH:30]=[CH:31][CH:32]=[C:27]([C:26]([F:36])([F:25])[F:35])[N:28]=4)[CH2:16][CH2:15]3)=[CH:12][CH:11]=[CH:10][C:8]=2[CH:9]=1)=[O:4]. (4) The product is: [NH2:38][C:13]1[CH:12]=[N:11][C:10]2[N:5]([CH2:4][CH:1]3[CH2:3][CH2:2]3)[C:6](=[O:23])[N:7]([CH2:19][CH:20]3[CH2:21][CH2:22]3)[C:8](=[O:18])[C:9]=2[CH:14]=1. Given the reactants [CH:1]1([CH2:4][N:5]2[C:10]3[N:11]=[CH:12][C:13](C(O)=O)=[CH:14][C:9]=3[C:8](=[O:18])[N:7]([CH2:19][CH:20]3[CH2:22][CH2:21]3)[C:6]2=[O:23])[CH2:3][CH2:2]1.C1C=CC(P([N:38]=[N+]=[N-])(C2C=CC=CC=2)=O)=CC=1, predict the reaction product. (5) Given the reactants CS(O[CH2:6][CH2:7][O:8][C:9]1[C:17]2[C:12](=[N:13][CH:14]=[N:15][C:16]=2[NH:18][C:19]2[CH:24]=[CH:23][C:22]([O:25][CH2:26][C:27]3[CH:32]=[CH:31][CH:30]=[C:29]([F:33])[CH:28]=3)=[C:21]([CH3:34])[CH:20]=2)[NH:11][N:10]=1)(=O)=O.[CH3:35][N:36]1[CH2:41][CH2:40][NH:39][CH2:38][CH2:37]1, predict the reaction product. The product is: [F:33][C:29]1[CH:28]=[C:27]([CH:32]=[CH:31][CH:30]=1)[CH2:26][O:25][C:22]1[CH:23]=[CH:24][C:19]([NH:18][C:16]2[N:15]=[CH:14][N:13]=[C:12]3[NH:11][N:10]=[C:9]([O:8][CH2:7][CH2:6][N:39]4[CH2:40][CH2:41][N:36]([CH3:35])[CH2:37][CH2:38]4)[C:17]=23)=[CH:20][C:21]=1[CH3:34]. (6) Given the reactants Cl.[C:2]1([C:8]2([C:14]([O:16][CH3:17])=[O:15])[CH2:13][CH2:12][NH:11][CH2:10][CH2:9]2)[CH:7]=[CH:6][CH:5]=[CH:4][CH:3]=1.CCN(C(C)C)C(C)C.Cl[C:28]([O:30][CH:31]1[CH:38]2[CH2:39][CH:34]3[CH2:35][CH:36]([CH2:40][CH:32]1[CH2:33]3)[CH2:37]2)=[O:29], predict the reaction product. The product is: [C:2]1([C:8]2([C:14]([O:16][CH3:17])=[O:15])[CH2:9][CH2:10][N:11]([C:28]([O:30][CH:31]3[CH:32]4[CH2:40][CH:36]5[CH2:35][CH:34]([CH2:39][CH:38]3[CH2:37]5)[CH2:33]4)=[O:29])[CH2:12][CH2:13]2)[CH:3]=[CH:4][CH:5]=[CH:6][CH:7]=1.